From a dataset of Reaction yield outcomes from USPTO patents with 853,638 reactions. Predict the reaction yield, written as a fraction of the theoretical maximum amount of product (1.0 means a 100% yield; for example, 0.34 means a 34% yield). (1) The reactants are [CH3:1][C:2]1[N:3]=[CH:4][NH:5][CH:6]=1.[CH2:7](Br)[CH:8]=[CH2:9].C(N(CC)C(C)C)(C)C. The catalyst is CN(C=O)C. The product is [CH2:9]([N:5]1[CH:6]=[C:2]([CH3:1])[N:3]=[CH:4]1)[CH:8]=[CH2:7]. The yield is 0.400. (2) The reactants are Br[C:2]1[CH:7]=[CH:6][CH:5]=[C:4]([S:8]([CH3:11])(=[O:10])=[O:9])[CH:3]=1.C(N(CC)CC)C.[C:19]([Si:21]([CH3:24])([CH3:23])[CH3:22])#[CH:20]. The catalyst is C1C=CC=CC=1.[Cu]I. The product is [CH3:11][S:8]([C:4]1[CH:3]=[C:2]([C:20]#[C:19][Si:21]([CH3:24])([CH3:23])[CH3:22])[CH:7]=[CH:6][CH:5]=1)(=[O:10])=[O:9]. The yield is 0.950. (3) The yield is 0.820. The reactants are [CH3:1][O:2][C:3]1[CH:4]=[C:5]([S:8]([NH2:11])(=[O:10])=[O:9])[S:6][CH:7]=1.[Br:12]N1C(=O)CCC1=O. The catalyst is C(Cl)Cl. The product is [Br:12][C:7]1[S:6][C:5]([S:8]([NH2:11])(=[O:10])=[O:9])=[CH:4][C:3]=1[O:2][CH3:1]. (4) The reactants are [CH2:1]([N:3]1[C:12]2[C:7](=[N:8][CH:9]=[C:10]([C:13]3[CH:18]=[CH:17][C:16]([C:19]4[N:23](C5CCCCO5)[CH:22]=[N:21][N:20]=4)=[CH:15][CH:14]=3)[N:11]=2)[NH:6][C:5](=[O:30])[CH2:4]1)[CH3:2].[ClH:31]. The catalyst is C(O)C.O1CCOCC1. The product is [ClH:31].[N:21]1[N:20]=[C:19]([C:16]2[CH:17]=[CH:18][C:13]([C:10]3[N:11]=[C:12]4[N:3]([CH2:1][CH3:2])[CH2:4][C:5](=[O:30])[NH:6][C:7]4=[N:8][CH:9]=3)=[CH:14][CH:15]=2)[NH:23][CH:22]=1. The yield is 0.820. (5) The reactants are C([SiH](CC)CC)C.B(F)(F)F.CCOCC.[OH:17][C@H:18]1[CH2:23][CH2:22][C@H:21]2[C@H:24]3[C@H:33]([CH2:34][CH2:35][C@:19]12[CH3:20])[C:32]1[CH:31]=[CH:30][C:29]([O:36][CH3:37])=[CH:28][C:27]=1[C:26](=O)[C@H:25]3[CH2:39][CH:40]=[CH2:41].C(=O)([O-])[O-].[K+].[K+]. The yield is 0.980. The catalyst is ClCCl. The product is [CH3:37][O:36][C:29]1[CH:30]=[CH:31][C:32]2[C@@H:33]3[C@H:24]([C@H:21]4[C@@:19]([CH2:35][CH2:34]3)([CH3:20])[C@@H:18]([OH:17])[CH2:23][CH2:22]4)[C@H:25]([CH2:39][CH:40]=[CH2:41])[CH2:26][C:27]=2[CH:28]=1. (6) The reactants are [OH:1][CH:2]1[CH2:7][CH2:6][N:5]([C:8]([O:10][C:11]([CH3:14])([CH3:13])[CH3:12])=[O:9])[CH2:4][CH2:3]1.[H-].[Na+].[F:17][C:18]([F:28])([F:27])[C:19]1[CH:26]=[CH:25][C:22]([CH2:23]Br)=[CH:21][CH:20]=1.O. The catalyst is C1COCC1. The product is [F:17][C:18]([F:27])([F:28])[C:19]1[CH:26]=[CH:25][C:22]([CH2:23][O:1][CH:2]2[CH2:3][CH2:4][N:5]([C:8]([O:10][C:11]([CH3:14])([CH3:13])[CH3:12])=[O:9])[CH2:6][CH2:7]2)=[CH:21][CH:20]=1. The yield is 0.760.